From a dataset of Catalyst prediction with 721,799 reactions and 888 catalyst types from USPTO. Predict which catalyst facilitates the given reaction. (1) Reactant: [F:1][C:2]1[CH2:7][CH2:6][C:5]([OH:18])([C:8]([O:10]CC2C=CC=CC=2)=[O:9])[CH2:4][CH:3]=1.O.[OH-].[Na+].Cl. Product: [F:1][C:2]1[CH2:7][CH2:6][C:5]([OH:18])([C:8]([OH:10])=[O:9])[CH2:4][CH:3]=1. The catalyst class is: 1. (2) Reactant: [CH3:1][O:2][C:3]1[CH:4]=[C:5]([NH:16][C:17]2[N:22]=[CH:21][C:20]([O:23][CH2:24][C:25]3[C:30]([F:31])=[C:29]([F:32])[CH:28]=[C:27]([F:33])[C:26]=3[F:34])=[CH:19][N:18]=2)[CH:6]=[CH:7][C:8]=1[N:9]1[CH2:14][CH2:13][N:12]([CH3:15])[CH2:11][CH2:10]1.ClC1C=CC=C(C(OO)=[O:43])C=1.S([O-])([O-])(=O)=S.[Na+].[Na+]. Product: [CH3:1][O:2][C:3]1[CH:4]=[C:5]([NH:16][C:17]2[N:18]=[CH:19][C:20]([O:23][CH2:24][C:25]3[C:30]([F:31])=[C:29]([F:32])[CH:28]=[C:27]([F:33])[C:26]=3[F:34])=[CH:21][N:22]=2)[CH:6]=[CH:7][C:8]=1[N:9]1[CH2:10][CH2:11][N+:12]([CH3:15])([O-:43])[CH2:13][CH2:14]1. The catalyst class is: 22. (3) Reactant: [OH:1][C:2]1([CH2:19][N:20]2[C:25](=[O:26])[C:24]3[CH:27]=[N:28][N:29]([C:30]4[CH:35]=[CH:34][CH:33]=[CH:32][CH:31]=4)[C:23]=3[N:22]=[CH:21]2)[CH2:7][CH2:6][N:5]([C:8]([C:10]2[CH:15]=[CH:14][C:13](B(O)O)=[CH:12][CH:11]=2)=[O:9])[CH2:4][CH2:3]1.FC(F)(F)C(O)=O.OC1(CN2C(=O)[C:66]3[CH:65]=N[N:60]([C:61]4[CH:66]=[CH:65]C=CC=4)[C:61]=3[N:60]=C2)CCNCC1.OB(O)C1C=CC(C(O)=O)=CC=1.C1(N)CC1.N1C=CC=CC=1. Product: [CH:61]1([NH:60][C:13]2[CH:14]=[CH:15][C:10]([C:8]([N:5]3[CH2:6][CH2:7][C:2]([CH2:19][N:20]4[C:25](=[O:26])[C:24]5[CH:27]=[N:28][N:29]([C:30]6[CH:31]=[CH:32][CH:33]=[CH:34][CH:35]=6)[C:23]=5[N:22]=[CH:21]4)([OH:1])[CH2:3][CH2:4]3)=[O:9])=[CH:11][CH:12]=2)[CH2:66][CH2:65]1. The catalyst class is: 732. (4) Reactant: [CH2:1]([O:8][C@H:9]1[C@H:14]([O:15][CH2:16][C:17]2[CH:22]=[CH:21][CH:20]=[CH:19][CH:18]=2)[C@@H:13]([O:23][CH2:24][C:25]2[CH:30]=[CH:29][CH:28]=[CH:27][CH:26]=2)[C@H:12]([C:31]2[CH:36]=[C:35]([CH2:37][C:38]3[CH:43]=[CH:42][C:41]([O:44][CH2:45][CH3:46])=[CH:40][CH:39]=3)[C:34]([Cl:47])=[C:33]([O:48][CH2:49][CH2:50]Cl)[C:32]=2Br)[O:11][C@@H:10]1[CH2:53][O:54][CH2:55][C:56]1[CH:61]=[CH:60][CH:59]=[CH:58][CH:57]=1)[C:2]1[CH:7]=[CH:6][CH:5]=[CH:4][CH:3]=1.C([Li])CCC. Product: [Cl:47][C:34]1[C:33]2[O:48][CH2:49][CH2:50][C:32]=2[C:31]([C@H:12]2[C@H:13]([O:23][CH2:24][C:25]3[CH:26]=[CH:27][CH:28]=[CH:29][CH:30]=3)[C@@H:14]([O:15][CH2:16][C:17]3[CH:18]=[CH:19][CH:20]=[CH:21][CH:22]=3)[C@H:9]([O:8][CH2:1][C:2]3[CH:3]=[CH:4][CH:5]=[CH:6][CH:7]=3)[C@@H:10]([CH2:53][O:54][CH2:55][C:56]3[CH:61]=[CH:60][CH:59]=[CH:58][CH:57]=3)[O:11]2)=[CH:36][C:35]=1[CH2:37][C:38]1[CH:39]=[CH:40][C:41]([O:44][CH2:45][CH3:46])=[CH:42][CH:43]=1. The catalyst class is: 1. (5) Reactant: [NH2:1][C:2]1[C:3]2[C:10]([C:11]3[S:15][C:14]([CH2:16][NH:17][C:18]4[N:35]=[CH:34][CH:33]=[CH:32][C:19]=4[C:20]([NH:22][C@H:23]([C:25]4[CH:30]=[CH:29][C:28]([F:31])=[CH:27][CH:26]=4)[CH3:24])=[O:21])=[CH:13][CH:12]=3)=[CH:9][N:8](S(C3C=CC=CC=3)(=O)=O)[C:4]=2[N:5]=[CH:6][N:7]=1.C([O-])([O-])=O.[K+].[K+]. Product: [NH2:1][C:2]1[C:3]2[C:10]([C:11]3[S:15][C:14]([CH2:16][NH:17][C:18]4[N:35]=[CH:34][CH:33]=[CH:32][C:19]=4[C:20]([NH:22][C@H:23]([C:25]4[CH:30]=[CH:29][C:28]([F:31])=[CH:27][CH:26]=4)[CH3:24])=[O:21])=[CH:13][CH:12]=3)=[CH:9][NH:8][C:4]=2[N:5]=[CH:6][N:7]=1. The catalyst class is: 5. (6) Reactant: [Cl:1][C:2]1[CH:3]=[C:4]([NH:9][C:10](=[O:12])[CH3:11])[CH:5]=[C:6]([CH3:8])[CH:7]=1.[C:13](Cl)(=[O:15])[CH3:14].[Cl-].[Al+3].[Cl-].[Cl-]. Product: [C:13]([C:7]1[C:6]([CH3:8])=[CH:5][C:4]([NH:9][C:10](=[O:12])[CH3:11])=[CH:3][C:2]=1[Cl:1])(=[O:15])[CH3:14]. The catalyst class is: 534.